This data is from Full USPTO retrosynthesis dataset with 1.9M reactions from patents (1976-2016). The task is: Predict the reactants needed to synthesize the given product. (1) The reactants are: [CH:1]([O:4][C:5]1[CH:10]=[C:9]([C:11](=[S:13])[NH2:12])[CH:8]=[C:7]([C:14]([F:17])([F:16])[F:15])[N:6]=1)([CH3:3])[CH3:2].CI.[CH3:20]C(C)=O.CCCCCC. Given the product [CH:1]([O:4][C:5]1[CH:10]=[C:9]([C:11]([S:13][CH3:20])=[NH:12])[CH:8]=[C:7]([C:14]([F:16])([F:17])[F:15])[N:6]=1)([CH3:3])[CH3:2], predict the reactants needed to synthesize it. (2) Given the product [CH3:1][CH:2]([NH:13][C:14]1[S:15][CH:16]=[C:17]([C:19]2[CH:24]=[CH:23][CH:22]=[CH:21][CH:20]=2)[N:18]=1)[C:3]1[CH:4]=[CH:5][C:6]([CH2:7][OH:8])=[CH:11][CH:12]=1, predict the reactants needed to synthesize it. The reactants are: [CH3:1][CH:2]([NH:13][C:14]1[S:15][CH:16]=[C:17]([C:19]2[CH:24]=[CH:23][CH:22]=[CH:21][CH:20]=2)[N:18]=1)[C:3]1[CH:12]=[CH:11][C:6]([C:7](OC)=[O:8])=[CH:5][CH:4]=1.[H-].C([Al+]CC(C)C)C(C)C.C(OCC)C.O.O.O.O.O.O.O.O.O.O.[O-]S([O-])(=O)=O.[Na+].[Na+]. (3) Given the product [C:1]([N:4]([CH2:22][C@@H:23]1[O:27][C:26](=[O:28])[N:25]([C:29]2[CH:34]=[CH:33][C:32]([N:35]3[CH2:42][C:41]4[C:37](=[N:38][N:39]([CH3:43])[CH:40]=4)[CH2:36]3)=[C:31]([F:44])[CH:30]=2)[CH2:24]1)[C:5]([O:7][CH2:8][O:9][C:10](=[O:21])[CH2:11][NH:12][CH3:13])=[O:6])(=[O:3])[CH3:2], predict the reactants needed to synthesize it. The reactants are: [C:1]([N:4]([CH2:22][C@@H:23]1[O:27][C:26](=[O:28])[N:25]([C:29]2[CH:34]=[CH:33][C:32]([N:35]3[CH2:42][C:41]4[C:37](=[N:38][N:39]([CH3:43])[CH:40]=4)[CH2:36]3)=[C:31]([F:44])[CH:30]=2)[CH2:24]1)[C:5]([O:7][CH2:8][O:9][C:10](=[O:21])[CH2:11][N:12](C(OC(C)(C)C)=O)[CH3:13])=[O:6])(=[O:3])[CH3:2].Cl.CCOCC. (4) Given the product [Br:25][CH:26]1[CH2:30][CH2:31][N:6]([C:5]2[CH:7]=[CH:8][C:9]([O:10][CH2:11][CH2:12][N:13]3[CH2:17][CH2:16][CH2:15][CH2:14]3)=[C:3]([CH2:1][CH3:2])[CH:4]=2)[C:27]1=[O:28], predict the reactants needed to synthesize it. The reactants are: [CH2:1]([C:3]1[CH:4]=[C:5]([CH:7]=[CH:8][C:9]=1[O:10][CH2:11][CH2:12][N:13]1[CH2:17][CH2:16][CH2:15][CH2:14]1)[NH2:6])[CH3:2].C(N(CC)CC)C.[Br:25][CH:26]([CH2:30][CH2:31]Br)[C:27](Cl)=[O:28].[OH-].[K+]. (5) Given the product [F:36][C:37]([F:48])([F:47])[C:38]1[O:1][N:2]=[C:3]([CH2:4][N:5]2[C:13]3[C:8](=[CH:9][CH:10]=[CH:11][CH:12]=3)[C:7]3([C:17]4=[CH:18][C:19]5[O:23][CH2:22][O:21][C:20]=5[CH:24]=[C:16]4[O:15][CH2:14]3)[C:6]2=[O:25])[N:26]=1, predict the reactants needed to synthesize it. The reactants are: [OH:1][N:2]=[C:3]([NH2:26])[CH2:4][N:5]1[C:13]2[C:8](=[CH:9][CH:10]=[CH:11][CH:12]=2)[C:7]2([C:17]3=[CH:18][C:19]4[O:23][CH2:22][O:21][C:20]=4[CH:24]=[C:16]3[O:15][CH2:14]2)[C:6]1=[O:25].C(N(C(C)C)CC)(C)C.[F:36][C:37]([F:48])([F:47])[C:38](O[C:38](=O)[C:37]([F:48])([F:47])[F:36])=O.